From a dataset of Reaction yield outcomes from USPTO patents with 853,638 reactions. Predict the reaction yield, written as a fraction of the theoretical maximum amount of product (1.0 means a 100% yield; for example, 0.34 means a 34% yield). (1) The reactants are [Si]([O:8][CH2:9][CH2:10][C@@H:11]1[C@@H:19]([O:20][C:21]2[CH:26]=[CH:25][CH:24]=[CH:23][CH:22]=2)[C@H:18]([CH3:27])[O:17][C:16](=[O:28])[C@@H:15]([NH:29][C:30](=[O:36])[O:31][C:32]([CH3:35])([CH3:34])[CH3:33])[CH2:14][CH2:13][CH2:12]1)(C(C)(C)C)(C)C.CCCC[N+](CCCC)(CCCC)CCCC.[F-].[Na+].[Cl-]. The catalyst is C1COCC1. The product is [OH:8][CH2:9][CH2:10][C@@H:11]1[C@@H:19]([O:20][C:21]2[CH:22]=[CH:23][CH:24]=[CH:25][CH:26]=2)[C@H:18]([CH3:27])[O:17][C:16](=[O:28])[C@@H:15]([NH:29][C:30](=[O:36])[O:31][C:32]([CH3:35])([CH3:34])[CH3:33])[CH2:14][CH2:13][CH2:12]1. The yield is 0.830. (2) The reactants are [S:1]1[CH:5]=[CH:4][CH:3]=[C:2]1[CH2:6][O:7][C:8]1[CH:13]=[CH:12][C:11](Br)=[CH:10][N:9]=1.[NH:15]1[CH2:20][CH2:19][NH:18][CH2:17][CH2:16]1. The product is [S:1]1[CH:5]=[CH:4][CH:3]=[C:2]1[CH2:6][O:7][C:8]1[N:9]=[CH:10][C:11]([N:15]2[CH2:20][CH2:19][NH:18][CH2:17][CH2:16]2)=[CH:12][CH:13]=1. No catalyst specified. The yield is 0.360. (3) The reactants are [I:1][C:2]1[CH:3]=[C:4]2[C:8](=[CH:9][C:10]=1[CH3:11])[NH:7][N:6]=[CH:5]2.[F:12][C:13]1[CH:18]=[CH:17][C:16](B(O)O)=[CH:15][CH:14]=1.N1C=CC=CC=1. The catalyst is ClCCl.C([O-])(=O)C.[Cu+2].C([O-])(=O)C. The product is [F:12][C:13]1[CH:18]=[CH:17][C:16]([N:7]2[C:8]3[C:4](=[CH:3][C:2]([I:1])=[C:10]([CH3:11])[CH:9]=3)[CH:5]=[N:6]2)=[CH:15][CH:14]=1. The yield is 0.510. (4) The reactants are [F:1][C:2]1[CH:3]=[CH:4][C:5]([C:8]2[C:12]([CH2:13][O:14][C:15]3[CH:23]=[CH:22][C:18]([C:19]([OH:21])=O)=[CH:17][N:16]=3)=[C:11]([CH3:24])[O:10][N:9]=2)=[N:6][CH:7]=1.[NH:25]1[CH2:30][CH2:29][O:28][CH2:27][CH2:26]1. No catalyst specified. The product is [F:1][C:2]1[CH:3]=[CH:4][C:5]([C:8]2[C:12]([CH2:13][O:14][C:15]3[N:16]=[CH:17][C:18]([C:19]([N:25]4[CH2:30][CH2:29][O:28][CH2:27][CH2:26]4)=[O:21])=[CH:22][CH:23]=3)=[C:11]([CH3:24])[O:10][N:9]=2)=[N:6][CH:7]=1. The yield is 0.910. (5) The reactants are [OH:1][CH2:2][CH:3]([N:5]1[CH2:10][CH2:9][N:8](C(OC(C)(C)C)=O)[CH2:7][CH2:6]1)[CH3:4].Cl.O1CCOCC1. The catalyst is C(OCC)(=O)C.CO.CCOCC. The product is [N:5]1([CH:3]([CH3:4])[CH2:2][OH:1])[CH2:10][CH2:9][NH:8][CH2:7][CH2:6]1. The yield is 0.760. (6) The reactants are F[C:2]1[CH:9]=[CH:8][C:5]([CH:6]=[O:7])=[CH:4][CH:3]=1.C([O-])([O-])=O.[K+].[K+].[NH:16]1[CH:20]=[N:19][CH:18]=[N:17]1. The catalyst is CN(C=O)C.O. The product is [N:16]1([C:2]2[CH:9]=[CH:8][C:5]([CH:6]=[O:7])=[CH:4][CH:3]=2)[CH:20]=[N:19][CH:18]=[N:17]1. The yield is 0.650. (7) The yield is 0.920. The product is [Cl:1][C:2]1[CH:3]=[CH:4][C:5]([NH:8][C:9](=[O:24])[C:10]2[CH:15]=[CH:14][CH:13]=[CH:12][C:11]=2[NH:16][CH2:17][CH:18]2[CH2:19][CH2:20][N:21]([CH:26]([CH3:28])[CH3:25])[CH2:22][CH2:23]2)=[N:6][CH:7]=1. The catalyst is CO.C(O)(=O)C.[OH-].[Na+]. The reactants are [Cl:1][C:2]1[CH:3]=[CH:4][C:5]([NH:8][C:9](=[O:24])[C:10]2[CH:15]=[CH:14][CH:13]=[CH:12][C:11]=2[NH:16][CH2:17][CH:18]2[CH2:23][CH2:22][NH:21][CH2:20][CH2:19]2)=[N:6][CH:7]=1.[CH3:25][C:26]([CH3:28])=O.C([BH3-])#N.[Na+]. (8) The reactants are [F:1][C:2]([F:13])([F:12])[C:3]1[CH:8]=[N:7][N:6]2[CH:9]=[CH:10][N:11]=[C:5]2[N:4]=1.C([O-])(=O)C.[Na+].[Br:19]Br. The catalyst is C(O)(=O)C. The product is [Br:19][C:9]1[N:6]2[N:7]=[CH:8][C:3]([C:2]([F:1])([F:12])[F:13])=[N:4][C:5]2=[N:11][CH:10]=1. The yield is 0.660.